Predict which catalyst facilitates the given reaction. From a dataset of Catalyst prediction with 721,799 reactions and 888 catalyst types from USPTO. (1) Reactant: [N:1]1[CH:6]=[CH:5][C:4]([CH2:7][O:8][C:9]2[C:10]([N:14]3[CH2:19][CH2:18][CH:17]([C:20]([OH:22])=O)[CH2:16][CH2:15]3)=[N:11][S:12][N:13]=2)=[CH:3][CH:2]=1.CN(C(ON1N=NC2C=CC=NC1=2)=[N+](C)C)C.F[P-](F)(F)(F)(F)F.CCN(C(C)C)C(C)C.[F:56][C:57]([F:66])([F:65])[C:58]1[CH:59]=[C:60]([NH2:64])[CH:61]=[CH:62][CH:63]=1. Product: [F:56][C:57]([F:65])([F:66])[C:58]1[CH:59]=[C:60]([NH:64][C:20]([CH:17]2[CH2:16][CH2:15][N:14]([C:10]3[C:9]([O:8][CH2:7][C:4]4[CH:3]=[CH:2][N:1]=[CH:6][CH:5]=4)=[N:13][S:12][N:11]=3)[CH2:19][CH2:18]2)=[O:22])[CH:61]=[CH:62][CH:63]=1. The catalyst class is: 329. (2) Reactant: [N:1]1[CH:6]=[CH:5][N:4]=[CH:3][C:2]=1[C:7]([OH:9])=O.CCN(CC)CC.ClC(OCC)=O.[F:23][C:24]1[CH:30]=[CH:29][C:27]([NH2:28])=[CH:26][C:25]=1[N+:31]([O-:33])=[O:32]. Product: [F:23][C:24]1[CH:30]=[CH:29][C:27]([NH:28][C:7]([C:2]2[CH:3]=[N:4][CH:5]=[CH:6][N:1]=2)=[O:9])=[CH:26][C:25]=1[N+:31]([O-:33])=[O:32]. The catalyst class is: 1. (3) Reactant: [C:1]([SiH2:5][O:6][C:7]([CH3:30])([CH3:29])[C:8]1[CH:13]=[CH:12][C:11]([CH2:14][CH:15]([S:19][CH2:20][CH2:21][C:22]2[CH:27]=[CH:26][C:25]([F:28])=[CH:24][CH:23]=2)[C:16]([OH:18])=[O:17])=[CH:10][CH:9]=1)([CH3:4])([CH3:3])[CH3:2].[Cl:31][C:32]([Cl:36])([Cl:35])[CH2:33]O. Product: [Cl:31][C:32]([Cl:36])([Cl:35])[CH2:33][O:17][C:16](=[O:18])[CH:15]([S:19][CH2:20][CH2:21][C:22]1[CH:23]=[CH:24][C:25]([F:28])=[CH:26][CH:27]=1)[CH2:14][C:11]1[CH:10]=[CH:9][C:8]([C:7]([CH3:30])([CH3:29])[O:6][SiH2:5][C:1]([CH3:4])([CH3:2])[CH3:3])=[CH:13][CH:12]=1. The catalyst class is: 64. (4) Reactant: [NH2:1][C:2]1[CH:6]=[CH:5][NH:4][N:3]=1.[F:7][C:8]1[CH:13]=[C:12]([F:14])[CH:11]=[C:10]([F:15])[C:9]=1[CH:16]([C:22](OCC)=[O:23])[C:17](OCC)=[O:18].C(N(CCCC)CCCC)CCC. Product: [OH:18][C:17]1[C:16]([C:9]2[C:10]([F:15])=[CH:11][C:12]([F:14])=[CH:13][C:8]=2[F:7])=[C:22]([OH:23])[N:3]2[N:4]=[CH:5][CH:6]=[C:2]2[N:1]=1. The catalyst class is: 74. (5) Reactant: [CH:1]1[C:9]2[C:8]3[CH:10]=[CH:11][CH:12]=[CH:13][C:7]=3[S:6][C:5]=2[C:4]([C:14]2[CH:15]=[C:16](B3OC(C)(C)C(C)(C)O3)[CH:17]=[CH:18][CH:19]=2)=[CH:3][CH:2]=1.[Br:29][C:30]1[CH:35]=[CH:34][CH:33]=[C:32](Br)[CH:31]=1.C(=O)([O-])[O-].[K+].[K+]. Product: [Br:29][C:30]1[CH:31]=[C:32]([C:16]2[CH:17]=[CH:18][CH:19]=[C:14]([C:4]3[C:5]4[S:6][C:7]5[CH:13]=[CH:12][CH:11]=[CH:10][C:8]=5[C:9]=4[CH:1]=[CH:2][CH:3]=3)[CH:15]=2)[CH:33]=[CH:34][CH:35]=1. The catalyst class is: 398. (6) Reactant: C[O:2][CH2:3][C@H:4]([CH3:35])[O:5][C:6]1[CH:7]=[C:8]([C:23]2[NH:27][C:26]([C:28]3[O:29][CH2:30][C@@H:31]([CH2:33][OH:34])[N:32]=3)=[CH:25][CH:24]=2)[CH:9]=[C:10]([O:12][C:13]2[CH:14]=[N:15][C:16]([S:19]([CH3:22])(=[O:21])=[O:20])=[CH:17][CH:18]=2)[CH:11]=1.B(Br)(Br)Br.C(=O)([O-])O.[Na+]. Product: [OH:34][CH2:33][C@@H:31]1[CH2:30][O:29][C:28]([C:26]2[NH:27][C:23]([C:8]3[CH:7]=[C:6]([CH:11]=[C:10]([O:12][C:13]4[CH:14]=[N:15][C:16]([S:19]([CH3:22])(=[O:21])=[O:20])=[CH:17][CH:18]=4)[CH:9]=3)[O:5][C@@H:4]([CH3:35])[CH2:3][OH:2])=[CH:24][CH:25]=2)=[N:32]1. The catalyst class is: 2. (7) Reactant: [N:1]12[CH2:8][CH2:7][C:4]([O:9][C:10]([NH:12][C:13]3[CH:18]=[C:17]([CH2:19][CH2:20][CH2:21][C:22]([NH:24][C:25]4[C:35]([Cl:36])=[CH:34][C:28]([C:29](OCC)=[O:30])=[C:27]([O:37][CH3:38])[CH:26]=4)=[O:23])[CH:16]=[CH:15][C:14]=3[C:39]3[CH:44]=[CH:43][CH:42]=[CH:41][CH:40]=3)=[O:11])([CH2:5][CH2:6]1)[CH2:3][CH2:2]2.[H-].[Al+3].[Li+].[H-].[H-].[H-]. Product: [N:1]12[CH2:6][CH2:5][C:4]([O:9][C:10](=[O:11])[NH:12][C:13]3[CH:18]=[C:17]([CH2:19][CH2:20][CH2:21][C:22]([NH:24][C:25]4[CH:26]=[C:27]([O:37][CH3:38])[C:28]([CH2:29][OH:30])=[CH:34][C:35]=4[Cl:36])=[O:23])[CH:16]=[CH:15][C:14]=3[C:39]3[CH:40]=[CH:41][CH:42]=[CH:43][CH:44]=3)([CH2:7][CH2:8]1)[CH2:3][CH2:2]2. The catalyst class is: 7.